This data is from Full USPTO retrosynthesis dataset with 1.9M reactions from patents (1976-2016). The task is: Predict the reactants needed to synthesize the given product. (1) Given the product [ClH:39].[CH:1]1([C:4]2[N:8]([C:9]3[N:14]=[CH:13][C:12]([NH:15][C:16](=[O:24])[C:17]4[CH:22]=[CH:21][CH:20]=[N:19][C:18]=4[CH3:23])=[CH:11][CH:10]=3)[N:7]=[C:6]([C:25]([F:28])([F:27])[F:26])[CH:5]=2)[CH2:3][CH2:2]1, predict the reactants needed to synthesize it. The reactants are: [CH:1]1([C:4]2[N:8]([C:9]3[N:14]=[CH:13][C:12]([NH:15][C:16](=[O:24])[C:17]4[CH:22]=[CH:21][CH:20]=[N:19][C:18]=4[CH3:23])=[CH:11][CH:10]=3)[N:7]=[C:6]([C:25]([F:28])([F:27])[F:26])[CH:5]=2)[CH2:3][CH2:2]1.CC1N=CC=CC=1C(O)=O.[ClH:39]. (2) The reactants are: Cl.[NH2:2][C@H:3]1[CH2:8][CH2:7][C@H:6]([NH:9][C:10]([C:12]2[C:16]3=[N:17][CH:18]=[CH:19][C:20]([C:21]4[CH:26]=[C:25]([F:27])[C:24]([O:28][CH3:29])=[CH:23][C:22]=4[O:30][CH2:31][CH:32]4[CH2:34][CH2:33]4)=[C:15]3[NH:14][C:13]=2[CH3:35])=[O:11])[CH2:5][CH2:4]1.[C:36](Cl)(=[O:38])[CH3:37]. Given the product [C:36]([NH:2][C@H:3]1[CH2:8][CH2:7][C@H:6]([NH:9][C:10]([C:12]2[C:16]3=[N:17][CH:18]=[CH:19][C:20]([C:21]4[CH:26]=[C:25]([F:27])[C:24]([O:28][CH3:29])=[CH:23][C:22]=4[O:30][CH2:31][CH:32]4[CH2:33][CH2:34]4)=[C:15]3[NH:14][C:13]=2[CH3:35])=[O:11])[CH2:5][CH2:4]1)(=[O:38])[CH3:37], predict the reactants needed to synthesize it. (3) Given the product [CH2:15]([O:14][C:13](=[O:21])[CH2:12][CH:8]([C:5]1[CH:4]=[CH:3][C:2]([OH:1])=[CH:7][CH:6]=1)[C:9]#[C:10][CH3:11])[CH3:19], predict the reactants needed to synthesize it. The reactants are: [OH:1][C:2]1[CH:7]=[CH:6][C:5]([CH:8]([CH:12]2C(=O)O[C:15](C)([CH3:19])[O:14][C:13]2=[O:21])[C:9]#[C:10][CH3:11])=[CH:4][CH:3]=1. (4) Given the product [CH3:1][N:8]1[C:16]2[C:11](=[CH:12][CH:13]=[CH:14][CH:15]=2)[C:10]([Si:23]([CH2:28][CH3:29])([CH2:26][CH3:27])[CH2:24][CH3:25])=[CH:9]1, predict the reactants needed to synthesize it. The reactants are: [CH2:1]([N:8]1[C:16]2[C:11](=[CH:12][CH:13]=[CH:14][CH:15]=2)[CH:10]=[CH:9]1)C1C=CC=CC=1.CC([O-])(C)C.[K+].[SiH:23]([CH2:28][CH3:29])([CH2:26][CH3:27])[CH2:24][CH3:25]. (5) Given the product [Cl:2][C:3]1[CH:4]=[CH:5][C:6]([CH:9]2[CH:13]([C:14]3[CH:19]=[CH:18][C:17]([Cl:20])=[CH:16][CH:15]=3)[N:12]([C:21]([N:23]3[CH2:28][CH2:27][N:26]([C:57](=[O:58])[CH2:56][Cl:55])[CH2:25][CH2:24]3)=[O:22])[C:11]([C:33]3[CH:38]=[CH:37][C:36]([C:39]([F:41])([F:40])[F:42])=[CH:35][C:34]=3[O:43][CH2:44][CH3:45])=[N:10]2)=[CH:7][CH:8]=1, predict the reactants needed to synthesize it. The reactants are: Cl.[Cl:2][C:3]1[CH:8]=[CH:7][C:6]([CH:9]2[CH:13]([C:14]3[CH:19]=[CH:18][C:17]([Cl:20])=[CH:16][CH:15]=3)[N:12]([C:21]([N:23]3[CH2:28][CH2:27][N:26](CCC#N)[CH2:25][CH2:24]3)=[O:22])[C:11]([C:33]3[CH:38]=[CH:37][C:36]([C:39]([F:42])([F:41])[F:40])=[CH:35][C:34]=3[O:43][CH2:44][CH3:45])=[N:10]2)=[CH:5][CH:4]=1.C(N(C(C)C)CC)(C)C.[Cl:55][CH2:56][C:57](Cl)=[O:58]. (6) Given the product [NH2:1][C:2]1[N:7]=[C:6]([NH:8][CH2:9][CH2:10][C:11]2[CH:16]=[CH:15][C:14]([S:17]([NH2:20])(=[O:19])=[O:18])=[CH:13][CH:12]=2)[CH:5]=[C:4]([C:26]2[CH:27]=[CH:28][C:23]([F:22])=[C:24]([CH3:33])[C:25]=2[CH3:32])[N:3]=1, predict the reactants needed to synthesize it. The reactants are: [NH2:1][C:2]1[N:7]=[C:6]([NH:8][CH2:9][CH2:10][C:11]2[CH:16]=[CH:15][C:14]([S:17]([NH2:20])(=[O:19])=[O:18])=[CH:13][CH:12]=2)[CH:5]=[C:4](Cl)[N:3]=1.[F:22][C:23]1[CH:28]=[CH:27][C:26](B(O)O)=[C:25]([CH3:32])[C:24]=1[CH3:33]. (7) Given the product [CH:1]1([CH2:7][NH:8][CH2:9][C:10]2[S:14][C:13]([C:19]3[CH:20]=[C:21]4[C:25](=[C:26]([C:28]([NH2:30])=[O:29])[CH:27]=3)[NH:24][CH:23]=[C:22]4[CH:31]3[CH2:32][CH2:33][N:34]([S:37]([CH2:40][CH3:41])(=[O:38])=[O:39])[CH2:35][CH2:36]3)=[CH:12][CH:11]=2)[CH2:6][CH2:5][CH2:4][CH2:3][CH2:2]1, predict the reactants needed to synthesize it. The reactants are: [CH:1]1([CH2:7][NH:8][CH2:9][C:10]2[S:14][C:13](B(O)O)=[CH:12][CH:11]=2)[CH2:6][CH2:5][CH2:4][CH2:3][CH2:2]1.Br[C:19]1[CH:20]=[C:21]2[C:25](=[C:26]([C:28]([NH2:30])=[O:29])[CH:27]=1)[NH:24][CH:23]=[C:22]2[CH:31]1[CH2:36][CH2:35][N:34]([S:37]([CH2:40][CH3:41])(=[O:39])=[O:38])[CH2:33][CH2:32]1.C([O-])([O-])=O.[K+].[K+]. (8) Given the product [Cl:15][C:16]1[CH:17]=[C:18]2[C:22](=[CH:23][CH:24]=1)[NH:21][C:20]([C:25]([NH:2][C@H:3]1[CH2:9][C:8]3[CH:10]=[CH:11][CH:12]=[CH:13][C:7]=3[CH2:6][NH:5][C:4]1=[O:14])=[O:26])=[CH:19]2, predict the reactants needed to synthesize it. The reactants are: Cl.[NH2:2][C@H:3]1[CH2:9][C:8]2[CH:10]=[CH:11][CH:12]=[CH:13][C:7]=2[CH2:6][NH:5][C:4]1=[O:14].[Cl:15][C:16]1[CH:17]=[C:18]2[C:22](=[CH:23][CH:24]=1)[NH:21][C:20]([C:25](O)=[O:26])=[CH:19]2.ON1C2N=CC=CC=2N=N1.Cl.CN(C)CCCN=C=NCC.C(N(C(C)C)CC)(C)C. (9) Given the product [O:41]1[C:45]2[CH:46]=[CH:47][C:48]([C:50]3[C:51]([CH2:59][O:60][C:61]4[C:62]([F:75])=[CH:63][C:64]([CH2:68][CH2:69][C:70]([OH:72])=[O:71])=[CH:65][C:66]=4[F:67])=[C:52]([C:55]([F:56])([F:57])[F:58])[S:53][CH:54]=3)=[CH:49][C:44]=2[CH2:43][CH2:42]1, predict the reactants needed to synthesize it. The reactants are: CS(OCC1C(C2C=CC3OCCC=3C=2)=CSC=1C(F)(F)F)(=O)=O.FC1C=C(O)C=C(F)C=1CCC(OCC)=O.[O:41]1[C:45]2[CH:46]=[CH:47][C:48]([C:50]3[C:51]([CH2:59][O:60][C:61]4[C:66]([F:67])=[CH:65][C:64]([CH2:68][CH2:69][C:70]([O:72]CC)=[O:71])=[CH:63][C:62]=4[F:75])=[C:52]([C:55]([F:58])([F:57])[F:56])[S:53][CH:54]=3)=[CH:49][C:44]=2[CH2:43][CH2:42]1.